This data is from NCI-60 drug combinations with 297,098 pairs across 59 cell lines. The task is: Regression. Given two drug SMILES strings and cell line genomic features, predict the synergy score measuring deviation from expected non-interaction effect. (1) Drug 1: C1CCC(CC1)NC(=O)N(CCCl)N=O. Drug 2: CN(CCCl)CCCl.Cl. Cell line: EKVX. Synergy scores: CSS=4.42, Synergy_ZIP=-3.84, Synergy_Bliss=-4.07, Synergy_Loewe=-3.88, Synergy_HSA=-3.98. (2) Drug 1: C(=O)(N)NO. Drug 2: CC1=C(C(=O)C2=C(C1=O)N3CC4C(C3(C2COC(=O)N)OC)N4)N. Cell line: LOX IMVI. Synergy scores: CSS=39.0, Synergy_ZIP=2.87, Synergy_Bliss=3.15, Synergy_Loewe=-27.2, Synergy_HSA=4.18.